This data is from Forward reaction prediction with 1.9M reactions from USPTO patents (1976-2016). The task is: Predict the product of the given reaction. (1) Given the reactants [C:1]([C:3]1[N:8]=[CH:7][C:6]([CH2:9][CH2:10][C:11]([O:13][C:14]([CH3:17])([CH3:16])[CH3:15])=[O:12])=[CH:5][CH:4]=1)#[N:2].[C:18](OC)(=[O:26])[C:19]1[C:20](=[CH:22][CH:23]=[CH:24][CH:25]=1)[SH:21].C(N(CC)CC)C, predict the reaction product. The product is: [O:26]=[C:18]1[C:19]2[CH:25]=[CH:24][CH:23]=[CH:22][C:20]=2[S:21][C:1]([C:3]2[N:8]=[CH:7][C:6]([CH2:9][CH2:10][C:11]([O:13][C:14]([CH3:17])([CH3:16])[CH3:15])=[O:12])=[CH:5][CH:4]=2)=[N:2]1. (2) Given the reactants Cl.[Br:2][C:3]1[CH:4]=[C:5]([CH:30]=[CH:31][CH:32]=1)[CH2:6][C:7]1([CH2:13][N:14]([C@@H:21]2[CH2:23][C@H:22]2[C:24]2[CH:29]=[CH:28][CH:27]=[CH:26][CH:25]=2)[C:15](=[O:20])[C:16]([F:19])([F:18])[F:17])[CH2:12][CH2:11][NH:10][CH2:9][CH2:8]1.[C:33]([O:37][CH3:38])(=[O:36])[CH:34]=[CH2:35].C(N(CC)CC)C, predict the reaction product. The product is: [Br:2][C:3]1[CH:4]=[C:5]([CH:30]=[CH:31][CH:32]=1)[CH2:6][C:7]1([CH2:13][N:14]([C@@H:21]2[CH2:23][C@H:22]2[C:24]2[CH:25]=[CH:26][CH:27]=[CH:28][CH:29]=2)[C:15](=[O:20])[C:16]([F:17])([F:18])[F:19])[CH2:8][CH2:9][N:10]([CH2:35][CH2:34][C:33]([O:37][CH3:38])=[O:36])[CH2:11][CH2:12]1. (3) Given the reactants [OH-].[Ca+2:2].[OH-].[P:4](=[O:8])([OH:7])([OH:6])[OH:5], predict the reaction product. The product is: [P:4]([O-:8])([O-:7])([O-:6])=[O:5].[Ca+2:2].[Ca+2:2].[Ca+2:2].[P:4]([O-:8])([O-:7])([O-:6])=[O:5]. (4) Given the reactants [CH3:1][CH:2]1[CH2:7][C:6](=[O:8])[CH:5]=[C:4]([C:9]2[CH:14]=[CH:13][N:12]=[CH:11][C:10]=2[N+:15]([O-:17])=[O:16])[CH2:3]1.[BH4-].[Na+], predict the reaction product. The product is: [CH3:1][C@@H:2]1[CH2:7][C@H:6]([OH:8])[CH:5]=[C:4]([C:9]2[CH:14]=[CH:13][N:12]=[CH:11][C:10]=2[N+:15]([O-:17])=[O:16])[CH2:3]1. (5) Given the reactants O=O.FC(F)(F)C(O)=O.[Cl:10][C:11]1[CH:12]=[C:13]([N:17]2[C:21]([C:22]3[CH:27]=[CH:26][CH:25]=[C:24]([O:28][C:29]([F:32])([F:31])[F:30])[CH:23]=3)=[CH:20][C:19]([C:33]([N:35]3[CH2:40][CH2:39][N:38](C(OC(C)(C)C)=O)[CH2:37][CH2:36]3)=[O:34])=[N:18]2)[CH:14]=[CH:15][CH:16]=1.ClC1C=C(N2C(C3C=CC=C(OC(F)(F)F)C=3)=CC(C(O)=O)=N2)C=CC=1.N1(C(OC(C)(C)C)=O)CCNCC1, predict the reaction product. The product is: [Cl:10][C:11]1[CH:12]=[C:13]([N:17]2[C:21]([C:22]3[CH:27]=[CH:26][CH:25]=[C:24]([O:28][C:29]([F:31])([F:30])[F:32])[CH:23]=3)=[CH:20][C:19]([C:33]([N:35]3[CH2:36][CH2:37][NH:38][CH2:39][CH2:40]3)=[O:34])=[N:18]2)[CH:14]=[CH:15][CH:16]=1.